Task: Predict the product of the given reaction.. Dataset: Forward reaction prediction with 1.9M reactions from USPTO patents (1976-2016) (1) Given the reactants Cl.[C:2](=[NH:6])([NH2:5])[CH2:3][CH3:4].C[O-].[Na+].[C:10]([C:12]1[CH:17]=[CH:16][CH:15]=[CH:14][C:13]=1[C:18]1[CH:23]=[CH:22][C:21]([CH2:24][CH:25]([C:30](=O)[CH2:31][CH2:32][CH2:33][CH3:34])[C:26](OC)=[O:27])=[CH:20][CH:19]=1)#[N:11], predict the reaction product. The product is: [CH2:31]([C:30]1[N:6]=[C:2]([CH2:3][CH3:4])[NH:5][C:26](=[O:27])[C:25]=1[CH2:24][C:21]1[CH:20]=[CH:19][C:18]([C:13]2[C:12]([C:10]#[N:11])=[CH:17][CH:16]=[CH:15][CH:14]=2)=[CH:23][CH:22]=1)[CH2:32][CH2:33][CH3:34]. (2) Given the reactants [Cl:1][CH2:2][C:3](Cl)=[O:4].[C:6]1([C@H:12]2[C:21]3[C:16](=[CH:17][CH:18]=[CH:19][CH:20]=3)[CH2:15][CH2:14][NH:13]2)[CH:11]=[CH:10][CH:9]=[CH:8][CH:7]=1.C(=O)([O-])O.[Na+], predict the reaction product. The product is: [Cl:1][CH2:2][C:3]([N:13]1[CH2:14][CH2:15][C:16]2[C:21](=[CH:20][CH:19]=[CH:18][CH:17]=2)[C@@H:12]1[C:6]1[CH:7]=[CH:8][CH:9]=[CH:10][CH:11]=1)=[O:4]. (3) Given the reactants [F:1][C:2]1[CH:7]=[CH:6][C:5]([C:8]2[N:12]=[C:11]([C@@H:13]3[C@H:17]([C:18]4[S:19][CH:20]=[CH:21][N:22]=4)[NH:16][C@:15]([CH2:30][CH:31]([CH3:33])[CH3:32])([C:23]([O:25]C(C)(C)C)=[O:24])[CH2:14]3)[O:10][N:9]=2)=[CH:4][CH:3]=1.[Br:34][C:35]1[CH:36]=[C:37]([CH:41]=[CH:42][C:43]=1[C:44]([CH3:47])([CH3:46])[CH3:45])[C:38](Cl)=[O:39].NC([C@@H]1[C@H](C2SC=CN=2)N(C(=O)C2C=CC(C(C)(C)C)=CC=2)[C@](CC(C)C)(C(OC(C)(C)C)=O)C1)=O, predict the reaction product. The product is: [Br:34][C:35]1[CH:36]=[C:37]([CH:41]=[CH:42][C:43]=1[C:44]([CH3:47])([CH3:46])[CH3:45])[C:38]([N:16]1[C@@H:17]([C:18]2[S:19][CH:20]=[CH:21][N:22]=2)[C@@H:13]([C:11]2[O:10][N:9]=[C:8]([C:5]3[CH:4]=[CH:3][C:2]([F:1])=[CH:7][CH:6]=3)[N:12]=2)[CH2:14][C@@:15]1([CH2:30][CH:31]([CH3:32])[CH3:33])[C:23]([OH:25])=[O:24])=[O:39]. (4) The product is: [NH2:1][C:2]1[C:11]([CH2:12][CH2:13][CH2:14][O:15][CH3:16])=[CH:10][C:5]([C:6]([O:8][CH3:9])=[O:7])=[C:4]([Cl:17])[CH:3]=1. Given the reactants [NH2:1][C:2]1[C:11]([C:12]#[C:13][CH2:14][O:15][CH3:16])=[CH:10][C:5]([C:6]([O:8][CH3:9])=[O:7])=[C:4]([Cl:17])[CH:3]=1, predict the reaction product.